This data is from Reaction yield outcomes from USPTO patents with 853,638 reactions. The task is: Predict the reaction yield, written as a fraction of the theoretical maximum amount of product (1.0 means a 100% yield; for example, 0.34 means a 34% yield). (1) The reactants are Cl[C:2]1[N:7]=[N:6][C:5]([N:8]2[CH2:13][CH2:12][N:11]([C:14]([C:16]3[CH:21]=[CH:20][CH:19]=[CH:18][CH:17]=3)=[O:15])[CH2:10][C@H:9]2[CH3:22])=[C:4]2[N:23]=[CH:24][CH:25]=[CH:26][C:3]=12.C(=O)([O-])[O-].[Na+].[Na+].[C:33]([C:35]1[CH:40]=[CH:39][C:38](B(O)O)=[CH:37][CH:36]=1)#[N:34]. The yield is 0.320. The product is [C:14]([N:11]1[CH2:12][CH2:13][N:8]([C:5]2[N:6]=[N:7][C:2]([C:38]3[CH:39]=[CH:40][C:35]([C:33]#[N:34])=[CH:36][CH:37]=3)=[C:3]3[CH:26]=[CH:25][CH:24]=[N:23][C:4]=23)[C@H:9]([CH3:22])[CH2:10]1)(=[O:15])[C:16]1[CH:21]=[CH:20][CH:19]=[CH:18][CH:17]=1. The catalyst is C1C=CC([P]([Pd]([P](C2C=CC=CC=2)(C2C=CC=CC=2)C2C=CC=CC=2)([P](C2C=CC=CC=2)(C2C=CC=CC=2)C2C=CC=CC=2)[P](C2C=CC=CC=2)(C2C=CC=CC=2)C2C=CC=CC=2)(C2C=CC=CC=2)C2C=CC=CC=2)=CC=1. (2) The reactants are [H-].[Na+].[C:3]([C:5]1[C:10]([C:11]2[NH:15][CH:14]=[C:13]([CH2:16][N:17]([CH3:25])[C:18](=[O:24])[O:19][C:20]([CH3:23])([CH3:22])[CH3:21])[CH:12]=2)=[CH:9][CH:8]=[CH:7][N:6]=1)#[N:4].C1OCCOCCOCCOCCOC1.[Cl:41][C:42]1[CH:47]=[CH:46][CH:45]=[CH:44][C:43]=1[S:48](Cl)(=[O:50])=[O:49].[Cl-].[NH4+]. The catalyst is O1CCCC1. The product is [Cl:41][C:42]1[CH:47]=[CH:46][CH:45]=[CH:44][C:43]=1[S:48]([N:15]1[C:11]([C:10]2[C:5]([C:3]#[N:4])=[N:6][CH:7]=[CH:8][CH:9]=2)=[CH:12][C:13]([CH2:16][N:17]([CH3:25])[C:18](=[O:24])[O:19][C:20]([CH3:21])([CH3:22])[CH3:23])=[CH:14]1)(=[O:50])=[O:49]. The yield is 0.870. (3) The reactants are [Br:1][C:2]1[CH:38]=[CH:37][C:5]([CH2:6][CH:7]([CH2:11][C@H:12]([O:29][Si:30]([C:33]([CH3:36])([CH3:35])[CH3:34])([CH3:32])[CH3:31])[C@@H:13]([NH:21][C:22]([O:24][C:25]([CH3:28])([CH3:27])[CH3:26])=[O:23])[CH2:14][C:15]2[CH:20]=[CH:19][CH:18]=[CH:17][CH:16]=2)C(O)=O)=[CH:4][CH:3]=1.C1C=CC(P(N=[N+]=[N-])(C2C=CC=CC=2)=[O:46])=CC=1.C([N:58]([CH2:61]C)CC)C.[CH2:63]([OH:70])[C:64]1[CH:69]=[CH:68][CH:67]=[CH:66][CH:65]=1. The catalyst is C1(C)C=CC=CC=1. The product is [CH2:14]([C@H:13]([NH:21][C:22](=[O:23])[O:24][C:25]([CH3:28])([CH3:27])[CH3:26])[C@@H:12]([O:29][Si:30]([C:33]([CH3:34])([CH3:35])[CH3:36])([CH3:32])[CH3:31])[CH2:11][C@@H:7]([NH:58][C:61]([O:70][CH2:63][C:64]1[CH:69]=[CH:68][CH:67]=[CH:66][CH:65]=1)=[O:46])[CH2:6][C:5]1[CH:4]=[CH:3][C:2]([Br:1])=[CH:38][CH:37]=1)[C:15]1[CH:20]=[CH:19][CH:18]=[CH:17][CH:16]=1. The yield is 0.180. (4) The reactants are [CH3:1][C:2]([CH3:35])([O:4][C:5]([NH:7][CH2:8][C@@H:9]1[O:13][C:12](=[O:14])[N:11]([C:15]2[CH:16]=[C:17]3[C:22](=[CH:23][CH:24]=2)[CH2:21][N:20](C(OCC2C=CC=CC=2)=O)[CH2:19][CH2:18]3)[CH2:10]1)=[O:6])[CH3:3]. The catalyst is CO.[OH-].[OH-].[Pd+2]. The product is [O:14]=[C:12]1[N:11]([C:15]2[CH:16]=[C:17]3[C:22](=[CH:23][CH:24]=2)[CH2:21][NH:20][CH2:19][CH2:18]3)[CH2:10][C@H:9]([CH2:8][NH:7][C:5](=[O:6])[O:4][C:2]([CH3:3])([CH3:1])[CH3:35])[O:13]1. The yield is 1.00.